From a dataset of Peptide-MHC class I binding affinity with 185,985 pairs from IEDB/IMGT. Regression. Given a peptide amino acid sequence and an MHC pseudo amino acid sequence, predict their binding affinity value. This is MHC class I binding data. (1) The peptide sequence is RTMGWTEYQ. The binding affinity (normalized) is 0.0847. The MHC is HLA-B39:01 with pseudo-sequence HLA-B39:01. (2) The peptide sequence is VTVTNVLLY. The MHC is HLA-A68:01 with pseudo-sequence HLA-A68:01. The binding affinity (normalized) is 0.108. (3) The peptide sequence is MPASWVMRIM. The MHC is HLA-B53:01 with pseudo-sequence HLA-B53:01. The binding affinity (normalized) is 0.617. (4) The peptide sequence is VFSFWLLCK. The MHC is HLA-A33:01 with pseudo-sequence HLA-A33:01. The binding affinity (normalized) is 0.230. (5) The peptide sequence is TPALAARGF. The MHC is HLA-B08:02 with pseudo-sequence HLA-B08:02. The binding affinity (normalized) is 0.0847. (6) The peptide sequence is EYSYYSSMY. The MHC is HLA-B44:02 with pseudo-sequence HLA-B44:02. The binding affinity (normalized) is 0.0847.